Dataset: Reaction yield outcomes from USPTO patents with 853,638 reactions. Task: Predict the reaction yield, written as a fraction of the theoretical maximum amount of product (1.0 means a 100% yield; for example, 0.34 means a 34% yield). (1) The reactants are C(O[C:6](=O)[N:7]([CH2:9][CH2:10][CH:11]([C:13]1[CH:18]=[CH:17][C:16]([N:19]([C:21]2[CH:26]=[CH:25][C:24]([O:27]CC3C=CC=CC=3)=[CH:23][CH:22]=2)[CH3:20])=[CH:15][CH:14]=1)[CH3:12])[CH3:8])(C)(C)C.[H-].[H-].[H-].[H-].[Li+].[Al+3]. The catalyst is C1COCC1. The product is [CH3:8][N:7]([CH3:6])[CH2:9][CH2:10][CH:11]([C:13]1[CH:18]=[CH:17][C:16]([N:19]([CH3:20])[C:21]2[CH:22]=[CH:23][C:24]([OH:27])=[CH:25][CH:26]=2)=[CH:15][CH:14]=1)[CH3:12]. The yield is 0.720. (2) The reactants are [H-].[Na+].[F:3][C:4]1[C:5]([CH2:16][N:17]([CH3:25])[C:18](=[O:24])[O:19][C:20]([CH3:23])([CH3:22])[CH3:21])=[CH:6][NH:7][C:8]=1[C:9]1[C:10]([F:15])=[N:11][CH:12]=[CH:13][CH:14]=1.C1O[CH2:39][CH2:38]OCCOCCOCCOC1.C[C:42]1C=[CH:46][N:45]=[CH:44][C:43]=1[S:48](Cl)(=[O:50])=[O:49]. The catalyst is O1CCCC1.O. The product is [F:3][C:4]1[C:5]([CH2:16][N:17]([CH3:25])[C:18](=[O:24])[O:19][C:20]([CH3:21])([CH3:22])[CH3:23])=[CH:6][N:7]([S:48]([C:43]2[CH:44]=[N:45][CH:46]=[C:38]([CH3:39])[CH:42]=2)(=[O:50])=[O:49])[C:8]=1[C:9]1[C:10]([F:15])=[N:11][CH:12]=[CH:13][CH:14]=1. The yield is 0.770. (3) The reactants are [C:1]([CH:5]1[CH2:14][CH2:13][C:12]2[N:11]=[C:10]([SH:15])[C:9]([C:16]#[N:17])=[CH:8][C:7]=2[CH2:6]1)([CH3:4])([CH3:3])[CH3:2].Br[CH2:19][C:20]([NH2:22])=[O:21].[OH-].[K+].O. The catalyst is CN(C=O)C. The product is [NH2:17][C:16]1[C:9]2[C:10](=[N:11][C:12]3[CH2:13][CH2:14][CH:5]([C:1]([CH3:4])([CH3:2])[CH3:3])[CH2:6][C:7]=3[CH:8]=2)[S:15][C:19]=1[C:20]([NH2:22])=[O:21]. The yield is 0.770. (4) The reactants are Cl[C:2]1[CH:17]=[CH:16][C:5]2[NH:6][C:7](=[O:15])[O:8][C:9]([CH3:14])([C:10]([F:13])([F:12])[F:11])[C:4]=2[CH:3]=1.[CH3:18][O:19][C:20]1[CH:21]=[C:22](B(O)O)[CH:23]=[CH:24][CH:25]=1.P([O-])([O-])([O-])=O.[K+].[K+].[K+].[Cl-].[NH4+]. The catalyst is O1CCOCC1.C(OCC)(=O)C. The product is [CH3:18][O:19][C:20]1[CH:25]=[C:24]([C:2]2[CH:17]=[CH:16][C:5]3[NH:6][C:7](=[O:15])[O:8][C:9]([CH3:14])([C:10]([F:13])([F:12])[F:11])[C:4]=3[CH:3]=2)[CH:23]=[CH:22][CH:21]=1. The yield is 0.200. (5) The reactants are [F:1][C:2]1[CH:7]=[C:6]([CH2:8][C:9]2[C:14](=[O:15])[NH:13][C:12]([CH3:16])=[N:11][C:10]=2[CH2:17][CH2:18][CH3:19])[CH:5]=[CH:4][C:3]=1[C:20]1[C:21]([C:26]#[N:27])=[CH:22][CH:23]=[CH:24][CH:25]=1.[CH:28]([O:31][C:32]1[CH:37]=[CH:36][C:35](B(O)O)=[CH:34][CH:33]=1)([CH3:30])[CH3:29].N1C=CC=CC=1.C(N(CC)CC)C. The catalyst is C([O-])(=O)C.[Cu+2].C([O-])(=O)C.C(OCC)(=O)C.C(Cl)Cl. The product is [F:1][C:2]1[CH:7]=[C:6]([CH2:8][C:9]2[C:14](=[O:15])[N:13]([C:35]3[CH:36]=[CH:37][C:32]([O:31][CH:28]([CH3:30])[CH3:29])=[CH:33][CH:34]=3)[C:12]([CH3:16])=[N:11][C:10]=2[CH2:17][CH2:18][CH3:19])[CH:5]=[CH:4][C:3]=1[C:20]1[C:21]([C:26]#[N:27])=[CH:22][CH:23]=[CH:24][CH:25]=1. The yield is 0.690. (6) The reactants are FC(F)(F)C(O)=O.[Cl:8][C:9]1[CH:14]=[C:13]([Cl:15])[CH:12]=[CH:11][C:10]=1[C@H:16]([N:18]1[C:26]2[C:21](=[CH:22][CH:23]=[C:24]([N:27]3[CH2:32][CH2:31][N:30]([C:33]([C@H:35]4[CH2:39][CH2:38][CH2:37][N:36]4C(OC(C)(C)C)=O)=[O:34])[C@H:29]([CH2:47][OH:48])[CH2:28]3)[CH:25]=2)[CH:20]=[N:19]1)[CH3:17]. The catalyst is ClCCl. The product is [Cl:8][C:9]1[CH:14]=[C:13]([Cl:15])[CH:12]=[CH:11][C:10]=1[C@H:16]([N:18]1[C:26]2[C:21](=[CH:22][CH:23]=[C:24]([N:27]3[CH2:32][CH2:31][N:30]([C:33]([C@H:35]4[CH2:39][CH2:38][CH2:37][NH:36]4)=[O:34])[C@H:29]([CH2:47][OH:48])[CH2:28]3)[CH:25]=2)[CH:20]=[N:19]1)[CH3:17]. The yield is 0.200.